Regression. Given two drug SMILES strings and cell line genomic features, predict the synergy score measuring deviation from expected non-interaction effect. From a dataset of NCI-60 drug combinations with 297,098 pairs across 59 cell lines. (1) Drug 1: CS(=O)(=O)C1=CC(=C(C=C1)C(=O)NC2=CC(=C(C=C2)Cl)C3=CC=CC=N3)Cl. Drug 2: CC(C)CN1C=NC2=C1C3=CC=CC=C3N=C2N. Cell line: ACHN. Synergy scores: CSS=-4.50, Synergy_ZIP=0.479, Synergy_Bliss=-2.65, Synergy_Loewe=-4.77, Synergy_HSA=-4.47. (2) Drug 1: CN1C(=O)N2C=NC(=C2N=N1)C(=O)N. Drug 2: COC1=NC(=NC2=C1N=CN2C3C(C(C(O3)CO)O)O)N. Cell line: HCT116. Synergy scores: CSS=6.02, Synergy_ZIP=2.55, Synergy_Bliss=-0.860, Synergy_Loewe=-1.75, Synergy_HSA=-1.51. (3) Drug 1: CCCS(=O)(=O)NC1=C(C(=C(C=C1)F)C(=O)C2=CNC3=C2C=C(C=N3)C4=CC=C(C=C4)Cl)F. Drug 2: CCCCCOC(=O)NC1=NC(=O)N(C=C1F)C2C(C(C(O2)C)O)O. Cell line: HT29. Synergy scores: CSS=44.8, Synergy_ZIP=5.07, Synergy_Bliss=6.76, Synergy_Loewe=-32.2, Synergy_HSA=4.89. (4) Drug 1: CS(=O)(=O)CCNCC1=CC=C(O1)C2=CC3=C(C=C2)N=CN=C3NC4=CC(=C(C=C4)OCC5=CC(=CC=C5)F)Cl. Drug 2: C(CCl)NC(=O)N(CCCl)N=O. Cell line: CAKI-1. Synergy scores: CSS=16.2, Synergy_ZIP=-1.88, Synergy_Bliss=0.332, Synergy_Loewe=1.07, Synergy_HSA=2.20. (5) Drug 1: C1=CC(=CC=C1CCCC(=O)O)N(CCCl)CCCl. Drug 2: C1C(C(OC1N2C=NC3=C2NC=NCC3O)CO)O. Cell line: NCIH23. Synergy scores: CSS=45.9, Synergy_ZIP=-2.66, Synergy_Bliss=-6.17, Synergy_Loewe=-7.65, Synergy_HSA=-5.36. (6) Drug 1: CC12CCC(CC1=CCC3C2CCC4(C3CC=C4C5=CN=CC=C5)C)O. Drug 2: C1=CC(=C2C(=C1NCCNCCO)C(=O)C3=C(C=CC(=C3C2=O)O)O)NCCNCCO. Cell line: MALME-3M. Synergy scores: CSS=34.6, Synergy_ZIP=8.38, Synergy_Bliss=10.0, Synergy_Loewe=-6.34, Synergy_HSA=10.1. (7) Drug 1: COC1=NC(=NC2=C1N=CN2C3C(C(C(O3)CO)O)O)N. Drug 2: B(C(CC(C)C)NC(=O)C(CC1=CC=CC=C1)NC(=O)C2=NC=CN=C2)(O)O. Cell line: NCI-H226. Synergy scores: CSS=20.4, Synergy_ZIP=-1.79, Synergy_Bliss=2.42, Synergy_Loewe=-33.2, Synergy_HSA=-8.37.